From a dataset of Reaction yield outcomes from USPTO patents with 853,638 reactions. Predict the reaction yield, written as a fraction of the theoretical maximum amount of product (1.0 means a 100% yield; for example, 0.34 means a 34% yield). (1) The reactants are [NH2:1][C:2]1[CH:3]=[C:4]([C:8]2[NH:9][C:10]([C:13]3[C:14]([NH2:20])=[N:15][CH:16]=[C:17](Br)[N:18]=3)=[N:11][N:12]=2)[CH:5]=[CH:6][CH:7]=1.[CH2:21]([S:23]([N:26]1[CH2:31][CH2:30][NH:29][CH2:28][CH2:27]1)(=[O:25])=[O:24])[CH3:22].CCOC(C)=O. The catalyst is O. The product is [NH2:1][C:2]1[CH:3]=[C:4]([C:8]2[NH:9][C:10]([C:13]3[C:14]([NH2:20])=[N:15][CH:16]=[C:17]([N:29]4[CH2:28][CH2:27][N:26]([S:23]([CH2:21][CH3:22])(=[O:24])=[O:25])[CH2:31][CH2:30]4)[N:18]=3)=[N:11][N:12]=2)[CH:5]=[CH:6][CH:7]=1. The yield is 0.0800. (2) The reactants are CC1(C)C2C(=C(P(C3C=CC=CC=3)C3C=CC=CC=3)C=CC=2)OC2C(P(C3C=CC=CC=3)C3C=CC=CC=3)=CC=CC1=2.I[C:44]1[CH:49]=[CH:48][CH:47]=[CH:46][N:45]=1.[SH:50][C:51]1[CH:52]=[C:53]([CH:57]=[CH:58][CH:59]=1)[C:54]([OH:56])=[O:55].C(N(CC)C(C)C)(C)C. The yield is 0.660. The product is [N:45]1[CH:46]=[CH:47][CH:48]=[CH:49][C:44]=1[S:50][C:51]1[CH:52]=[C:53]([CH:57]=[CH:58][CH:59]=1)[C:54]([OH:56])=[O:55]. The catalyst is C1C=CC(/C=C/C(/C=C/C2C=CC=CC=2)=O)=CC=1.C1C=CC(/C=C/C(/C=C/C2C=CC=CC=2)=O)=CC=1.C1C=CC(/C=C/C(/C=C/C2C=CC=CC=2)=O)=CC=1.[Pd].[Pd].O1CCOCC1. (3) The reactants are Br[C:2]1[CH:12]=[CH:11][C:5]2[CH2:6][CH2:7][CH2:8][CH2:9][NH:10][C:4]=2[CH:3]=1.[NH:13]1[CH2:18][CH2:17][O:16][CH2:15][CH2:14]1.C(=O)([O-])[O-].[Cs+].[Cs+].C1(P(C2CCCCC2)C2C=CC=CC=2C2C(C(C)C)=CC(C(C)C)=CC=2C(C)C)CCCCC1. The catalyst is C1(C)C=CC=CC=1.C([O-])(=O)C.[Pd+2].C([O-])(=O)C. The product is [O:16]1[CH2:17][CH2:18][N:13]([C:2]2[CH:12]=[CH:11][C:5]3[CH:6]=[CH:7][CH:8]=[CH:9][NH:10][C:4]=3[CH:3]=2)[CH2:14][CH2:15]1. The yield is 0.550. (4) The reactants are [CH3:1][O:2][C:3]1[CH:8]=[C:7]([O:9][CH3:10])[CH:6]=[CH:5][C:4]=1[C:11]1[C:19]2[O:18][CH:17]([CH2:20][NH2:21])[CH2:16][C:15]=2[CH:14]=[CH:13][CH:12]=1.C(N(C(C)C)CC)(C)C.Cl[C:32]([O:34][CH2:35][C:36]1[CH:41]=[CH:40][CH:39]=[CH:38][CH:37]=1)=[O:33]. No catalyst specified. The product is [CH3:1][O:2][C:3]1[CH:8]=[C:7]([O:9][CH3:10])[CH:6]=[CH:5][C:4]=1[C:11]1[C:19]2[O:18][CH:17]([CH2:20][NH:21][C:32](=[O:33])[O:34][CH2:35][C:36]3[CH:41]=[CH:40][CH:39]=[CH:38][CH:37]=3)[CH2:16][C:15]=2[CH:14]=[CH:13][CH:12]=1. The yield is 0.850. (5) The reactants are Br[C:2]1[CH:11]=[C:10]2[C:5]([CH2:6][NH:7][C:8](=[O:12])[NH:9]2)=[CH:4][CH:3]=1.NC1C=C([N:22]2[CH2:27][CH2:26][N:25]([C:28]([O:30][C:31]([CH3:34])([CH3:33])[CH3:32])=[O:29])[CH2:24][CH2:23]2)C=CC=1CN.C1N=CN(C(N2C=NC=C2)=O)C=1. No catalyst specified. The product is [O:12]=[C:8]1[NH:7][CH2:6][C:5]2[C:10](=[CH:11][C:2]([N:22]3[CH2:23][CH2:24][N:25]([C:28]([O:30][C:31]([CH3:34])([CH3:33])[CH3:32])=[O:29])[CH2:26][CH2:27]3)=[CH:3][CH:4]=2)[NH:9]1. The yield is 0.750. (6) The reactants are Br[C:2]1[C:3]2[CH:10]=[CH:9][C:8]([F:11])=[CH:7][C:4]=2[S:5][CH:6]=1.BrC(Br)C.[Mg].[CH3:17][N:18]([CH2:20][C:21]12[CH2:27][CH:24]([CH2:25][CH2:26]1)[CH2:23][C:22]2=[O:28])[CH3:19]. The catalyst is C1COCC1. The product is [CH3:19][N:18]([CH2:20][C:21]12[CH2:27][CH:24]([CH2:25][CH2:26]1)[CH2:23][C:22]2([C:2]1[C:3]2[CH:10]=[CH:9][C:8]([F:11])=[CH:7][C:4]=2[S:5][CH:6]=1)[OH:28])[CH3:17]. The yield is 0.200. (7) The product is [CH3:1][O:2][C:3](=[O:19])[CH2:4][C:5]([C:11]([O:13][CH3:14])=[O:12])([O:15][CH2:16][CH2:17][CH2:18][Si:23]([O:27][CH2:28][CH3:29])([O:24][CH2:25][CH3:26])[O:22][CH2:20][CH3:21])[CH2:6][C:7]([O:9][CH3:10])=[O:8]. The catalyst is C1(C)C=CC=CC=1. The yield is 0.860. The reactants are [CH3:1][O:2][C:3](=[O:19])[CH2:4][C:5]([O:15][CH2:16][CH:17]=[CH2:18])([C:11]([O:13][CH3:14])=[O:12])[CH2:6][C:7]([O:9][CH3:10])=[O:8].[CH2:20]([O:22][SiH:23]([O:27][CH2:28][CH3:29])[O:24][CH2:25][CH3:26])[CH3:21].